Dataset: Catalyst prediction with 721,799 reactions and 888 catalyst types from USPTO. Task: Predict which catalyst facilitates the given reaction. (1) Reactant: [Br:1][C:2]1[CH:7]=[CH:6][CH:5]=[C:4]([Br:8])[C:3]=1I.[C:10]1(B(O)O)[CH:15]=[CH:14][CH:13]=[CH:12][CH:11]=1.C(=O)([O-])[O-].[K+].[K+].C1(C)C=CC=CC=1. Product: [Br:1][C:2]1[CH:7]=[CH:6][CH:5]=[C:4]([Br:8])[C:3]=1[C:10]1[CH:15]=[CH:14][CH:13]=[CH:12][CH:11]=1. The catalyst class is: 5. (2) Reactant: Cl[C:2]1[C:7]([CH:8]([OH:12])[CH2:9][CH2:10][OH:11])=[CH:6][CH:5]=[CH:4][N:3]=1.CC([O-])(C)C.[K+]. Product: [O:11]1[C:2]2=[N:3][CH:4]=[CH:5][CH:6]=[C:7]2[CH:8]([OH:12])[CH2:9][CH2:10]1. The catalyst class is: 218. (3) Reactant: [N+:1]([C:4]1[CH:5]=[C:6]([CH:8]=[CH:9][CH:10]=1)[NH2:7])([O-:3])=[O:2].[F:11][C:12]([F:25])([O:16][C:17]1[CH:18]=[C:19]([CH:22]=[CH:23][CH:24]=1)[CH:20]=O)[CH:13]([F:15])[F:14].C(O)(=O)C.[BH-](OC(C)=O)(OC(C)=O)OC(C)=O.[Na+]. Product: [N+:1]([C:4]1[CH:5]=[C:6]([NH:7][CH2:20][C:19]2[CH:22]=[CH:23][CH:24]=[C:17]([O:16][C:12]([F:11])([F:25])[CH:13]([F:14])[F:15])[CH:18]=2)[CH:8]=[CH:9][CH:10]=1)([O-:3])=[O:2]. The catalyst class is: 68. (4) Reactant: [OH:1][CH:2]([C:19]1[CH:24]=[CH:23][CH:22]=[C:21]([O:25][CH3:26])[CH:20]=1)[CH2:3][O:4][C:5]1[CH:18]=[CH:17][C:8]([CH2:9][CH:10]2[S:14][C:13](=[O:15])[NH:12][C:11]2=[O:16])=[CH:7][CH:6]=1.CS(C)=O.O=P12OP3(OP(OP(O3)(O1)=O)(=O)O2)=O.C(N(CC)CC)C. Product: [CH3:26][O:25][C:21]1[CH:20]=[C:19]([C:2](=[O:1])[CH2:3][O:4][C:5]2[CH:18]=[CH:17][C:8]([CH2:9][CH:10]3[S:14][C:13](=[O:15])[NH:12][C:11]3=[O:16])=[CH:7][CH:6]=2)[CH:24]=[CH:23][CH:22]=1. The catalyst class is: 34. (5) Reactant: C([Si]([O:11][CH2:12][C@@H:13]([O:23][CH2:24][C:25]1[CH:30]=[CH:29][C:28]([O:31][CH3:32])=[C:27]([O:33][CH3:34])[CH:26]=1)[CH2:14][NH:15][C:16]([O:18][C:19]([CH3:22])([CH3:21])[CH3:20])=[O:17])(C(C)C)C(C)C)(C)C.C1COCC1.CCCC[N+](CCCC)(CCCC)CCCC.[F-].C1COCC1.C(O)(=O)CC(CC(O)=O)(C(O)=O)O. Product: [C:19]([O:18][C:16]([NH:15][CH2:14][C@H:13]([O:23][CH2:24][C:25]1[CH:30]=[CH:29][C:28]([O:31][CH3:32])=[C:27]([O:33][CH3:34])[CH:26]=1)[CH2:12][OH:11])=[O:17])([CH3:22])([CH3:21])[CH3:20]. The catalyst class is: 2. (6) The catalyst class is: 24. Product: [F:1][C:2]1[CH:7]=[CH:6][C:5]([C:8]2[C:17]([N:18]3[C:27]4[C:22](=[CH:23][CH:24]=[C:25]([O:28][CH3:29])[CH:26]=4)[CH2:21][CH2:20][CH2:19]3)=[N:16][C:15]3[C:10](=[CH:11][CH:12]=[C:13]([C:30]([OH:32])=[O:31])[CH:14]=3)[N:9]=2)=[CH:4][CH:3]=1. Reactant: [F:1][C:2]1[CH:7]=[CH:6][C:5]([C:8]2[C:17]([N:18]3[C:27]4[C:22](=[CH:23][CH:24]=[C:25]([O:28][CH3:29])[CH:26]=4)[CH2:21][CH2:20][CH2:19]3)=[N:16][C:15]3[C:10](=[CH:11][CH:12]=[C:13]([C:30]([O:32]C)=[O:31])[CH:14]=3)[N:9]=2)=[CH:4][CH:3]=1.[OH-].[Na+].CC(O)=O.